Task: Binary Classification. Given two protein amino acid sequences, predict whether they physically interact or not.. Dataset: Human Reference Interactome with 51,813 positive PPI pairs across 8,248 proteins, plus equal number of experimentally-validated negative pairs (1) Protein 1 (ENSG00000177084) has sequence MSLRSGGRRRADPGADGEASRDDGATSSVSALKRLERSQWTDKMDLRFGFERLKEPGEKTGWLINMHPTEILDEDKRLGSAVDYYFIQDDGSRFKVALPYKPYFYIATRKGCEREVSSFLSKKFQGKIAKVETVPKEDLDLPNHLVGLKRNYIRLSFHTVEDLVKVRKEISPAVKKNREQDHASDAYTALLSSVLQRGGVITDEEETSKKIADQLDNIVDMREYDVPYHIRLSIDLKIHVAHWYNVRYRGNAFPVEITRRDDLVERPDPVVLAFDIETTKLPLKFPDAETDQIMMISYMI.... Protein 2 (ENSG00000171643) has sequence MPTQLEMAMDTMIRIFHRYSGKERKRFKLSKGELKLLLQRELTEFLSCQKETQLVDKIVQDLDANKDNEVDFNEFVVMVAALTVACNDYFVEQLKKKGK*. Result: 0 (the proteins do not interact). (2) Protein 1 (ENSG00000101811) has sequence MAGLTVRDPAVDRSLRSVFVGNIPYEATEEQLKDIFSEVGPVVSFRLVYDRETGKPKGYGFCEYQDQETALSAMRNLNGREFSGRALRVDNAASEKNKEELKSLGTGAPVIESPYGETISPEDAPESISKAVASLPPEQMFELMKQMKLCVQNSPQEARNMLLQNPQLAYALLQAQVVMRIVDPEIALKILHRQTNIPTLIAGNPQPVHGAGPGSGSNVSMNQQNPQAPQAQSLGGMHVNGAPPLMQASMQGGVPAPGQMPAAVTGPGPGSLAPGGGMQAQVGMPGSGPVSMERGQVPMQ.... Protein 2 (ENSG00000169519) has sequence MLRYPYFCRMYKECLSCWLESGIPNLGVWPNRIHTTAEKYREYEAREQTDQTQAQELHRSQDRDFETMAKLHIPVMVDEVVHCLSPQKGQIFLDMTFGSGGHTKAILQKESDIVLYALDRDPTAYALAEHLSELYPKQIRAMLGQFSQAEALLMKAGVQPGTFDGVLMDLGCSSMQLDTPERGFSLRKDGPLDMRMDGGRYPDMPTAADVVNALDQQALASILRTYGEEKHAKKIASAIVQARSIYPITRTQQLASIVAEYSETYFPVAQTLY*MLRYPYFCRMYKECLSCWLESGIPNL.... Result: 1 (the proteins interact). (3) Protein 1 (ENSG00000130224) has sequence MAASQGGGGNSGGGGCGGGGSSGGCGTAGGGGGGAGGGGGGGGGTLVVPIPVPTLFGQPFPNGPPWNPGSLQPQHTVRSLDRALEEAGSSGILSLSGRKLRDFPGSGYDLTDTTQADLSRNRFTEIPSDVWLFAPLETLNLYHNCIKTIPEAIKNLQMLTYLNISRNLLSTLPKYLFDLPLKVLVVSNNKLVSIPEEIGKLKDLMELDISCNEIQVLPQQMGKLHSLRELNIRRNNLHVLPDELGDLPLVKLDFSCNKVTEIPVCYRKLHHLQVIILDNNPLQVPPAQICLKGKVHIFKY.... Protein 2 (ENSG00000179119) has sequence MDFREILMIASKGQGVNNVPKRYSLAVGPPKKDPKVKGVQSAAVQAFLKRKEEELRRKALEEKRRKEELVKKRIELKHDKKARAMAKRTKDNFHGYNGIPIEEKSKKRQATESHTSQGTDREYEMEEENEFLEYNHAESEQEYEEEQEPPKVESKPKVPLKSAPPPMNFTDLLRLAEKKQFEPVEIKVVKKSEERPMTAEELREREFLERKHRRKKLETDGKLPPTVSKKAPSQKESVGTKLSKGSGDRHPSSKGMPLPHAEKKSRPSMANEKHLALSSSKSMPGERIKAGSGNSSQPSL.... Result: 0 (the proteins do not interact). (4) Protein 1 (ENSG00000198759) has sequence MPLPWSLALPLLLSWVAGGFGNAASARHHGLLASARQPGVCHYGTKLACCYGWRRNSKGVCEATCEPGCKFGECVGPNKCRCFPGYTGKTCSQDVNECGMKPRPCQHRCVNTHGSYKCFCLSGHMLMPDATCVNSRTCAMINCQYSCEDTEEGPQCLCPSSGLRLAPNGRDCLDIDECASGKVICPYNRRCVNTFGSYYCKCHIGFELQYISGRYDCIDINECTMDSHTCSHHANCFNTQGSFKCKCKQGYKGNGLRCSAIPENSVKEVLRAPGTIKDRIKKLLAHKNSMKKKAKIKNVT.... Protein 2 (ENSG00000197930) has sequence MGRGWGFLFGLLGAVWLLSSGHGEEQPPETAAQRCFCQVSGYLDDCTCDVETIDRFNNYRLFPRLQKLLESDYFRYYKVNLKRPCPFWNDISQCGRRDCAVKPCQSDEVPDGIKSASYKYSEEANNLIEECEQAERLGAVDESLSEETQKAVLQWTKHDDSSDNFCEADDIQSPEAEYVDLLLNPERYTGYKGPDAWKIWNVIYEENCFKPQTIKRPLNPLASGQGTSEENTFYSWLEGLCVEKRAFYRLISGLHASINVHLSARYLLQETWLEKKWGHNITEFQQRFDGILTEGEGPRR.... Result: 0 (the proteins do not interact). (5) Protein 2 (ENSG00000161609) has sequence MDLPEGPVGGPTAEMYLRERPEEARLGMPVSLEEQILNSTFEACDPQRTGTVAVAQVLAYLEAVTGQGPQDARLQTLANSLDPNGEGPKATVDLDTFLVVMRDWIAACQLHGGLELEEETAFQGALTSRQLPSGCPEAEEPANLESFGGEDPRPELQATADLLSSLEDLELSNRRLVGENAKLQRSMETAEEGSARLGEEILALRKQLHSTQQALQFAKAMDEELEDLKTLARSLEEQNRSLLAQARQAEKEQQHLVAEMETLQEENGKLLAERDGVKKRSQELAMEKDTLKRQLFECEH.... Result: 1 (the proteins interact). Protein 1 (ENSG00000118518) has sequence MAGCGEIDHSINMLPTNRKANESCSNTAPSLTVPECAICLQTCVHPVSLPCKHVFCYLCVKGASWLGKRCALCRQEIPEDFLDKPTLLSPEELKAASRGNGEYAWYYEGRNGWWQYDERTSRELEDAFSKGKKNTEMLIAGFLYVADLENMVQYRRNEHGRRRKIKRDIIDIPKKGVAGLRLDCDANTVNLARESSADGADSVSAQSGASVQPLVSSVRPLTSVDGQLTSPATPSPDASTSLEDSFAHLQLSGDNTAERSHRGEGEEDHESPSSGRVPAPDTSIEETESDASSDSEDVSA....